From a dataset of Full USPTO retrosynthesis dataset with 1.9M reactions from patents (1976-2016). Predict the reactants needed to synthesize the given product. Given the product [C:23]1([CH:8]2[S:7][C:6]3=[N:5][CH:2]=[CH:3][N:11]3[CH:10]=[C:9]2[C:12]2[CH:13]=[CH:14][C:15]3[O:16][CH2:17][C:18](=[O:22])[NH:19][C:20]=3[N:21]=2)[CH:24]=[CH:25][CH:26]=[CH:27][CH:28]=1, predict the reactants needed to synthesize it. The reactants are: Cl[CH2:2][CH:3]=O.[NH2:5][C:6]1[S:7][CH:8]([C:23]2[CH:28]=[CH:27][CH:26]=[CH:25][CH:24]=2)[C:9]([C:12]2[CH:13]=[CH:14][C:15]3[O:16][CH2:17][C:18](=[O:22])[NH:19][C:20]=3[N:21]=2)=[CH:10][N:11]=1.CCOC(C)=O.[OH-].[Na+].